Task: Regression. Given two drug SMILES strings and cell line genomic features, predict the synergy score measuring deviation from expected non-interaction effect.. Dataset: NCI-60 drug combinations with 297,098 pairs across 59 cell lines Drug 1: CC12CCC3C(C1CCC2=O)CC(=C)C4=CC(=O)C=CC34C. Drug 2: CS(=O)(=O)CCNCC1=CC=C(O1)C2=CC3=C(C=C2)N=CN=C3NC4=CC(=C(C=C4)OCC5=CC(=CC=C5)F)Cl. Cell line: DU-145. Synergy scores: CSS=53.3, Synergy_ZIP=0.0645, Synergy_Bliss=4.21, Synergy_Loewe=-2.97, Synergy_HSA=2.59.